Predict the reactants needed to synthesize the given product. From a dataset of Full USPTO retrosynthesis dataset with 1.9M reactions from patents (1976-2016). Given the product [Cl:1][C:2]1[N:7]=[C:6]([Cl:8])[C:5]([NH:9][CH:13]2[CH2:14][CH2:15][O:10][CH2:11][CH2:12]2)=[CH:4][N:3]=1, predict the reactants needed to synthesize it. The reactants are: [Cl:1][C:2]1[N:7]=[C:6]([Cl:8])[C:5]([NH2:9])=[CH:4][N:3]=1.[O:10]1[CH2:15][CH2:14][C:13](=O)[CH2:12][CH2:11]1.C([BH3-])#N.[Na+].